Dataset: hERG Central: cardiac toxicity at 1µM, 10µM, and general inhibition. Task: Predict hERG channel inhibition at various concentrations. Results: hERG_inhib (hERG inhibition (general)): blocker. The drug is CCN(CC)CCn1c(=S)[nH]c2ccc(Br)cc2c1=O.